Dataset: Full USPTO retrosynthesis dataset with 1.9M reactions from patents (1976-2016). Task: Predict the reactants needed to synthesize the given product. (1) Given the product [Cl:3][C:4]1[CH:5]=[C:6]2[NH:13][C:12]([O:14][C@H:15]3[C@H:16]([OH:22])[C@@H:17]([CH2:20][OH:21])[O:18][CH2:19]3)=[N:11][C:7]2=[N:8][C:9]=1[C:31]1[CH:36]=[CH:35][C:34]([N:37]2[CH2:41][CH2:40][C@@H:39]([OH:42])[CH2:38]2)=[CH:33][CH:32]=1, predict the reactants needed to synthesize it. The reactants are: [OH-].[Li+].[Cl:3][C:4]1[CH:5]=[C:6]2[NH:13][C:12]([O:14][C@@H:15]3[CH2:19][O:18][C@H:17]([CH2:20][OH:21])[C@H:16]3[OH:22])=[N:11][C:7]2=[N:8][C:9]=1I.CC1(C)C(C)(C)OB([C:31]2[CH:36]=[CH:35][C:34]([N:37]3[CH2:41][CH2:40][C@@H:39]([OH:42])[CH2:38]3)=[CH:33][CH:32]=2)O1. (2) Given the product [NH:27]([C:28]([N:4]1[CH2:5][CH2:6][N:1]([CH2:7][C@@H:8]2[CH2:13][CH2:12][CH2:11][N:10]([C:14]([O:16][C:17]([CH3:20])([CH3:19])[CH3:18])=[O:15])[CH2:9]2)[CH2:2][CH2:3]1)=[O:29])[C:21]1[CH:26]=[CH:25][CH:24]=[CH:23][CH:22]=1, predict the reactants needed to synthesize it. The reactants are: [N:1]1([CH2:7][C@@H:8]2[CH2:13][CH2:12][CH2:11][N:10]([C:14]([O:16][C:17]([CH3:20])([CH3:19])[CH3:18])=[O:15])[CH2:9]2)[CH2:6][CH2:5][NH:4][CH2:3][CH2:2]1.[C:21]1([N:27]=[C:28]=[O:29])[CH:26]=[CH:25][CH:24]=[CH:23][CH:22]=1. (3) Given the product [N:35]1([CH2:34][CH2:33][N:3]2[C:11]3[C:6](=[CH:7][CH:8]=[CH:9][CH:10]=3)[C:5]([CH:12]3[CH2:13][CH2:14][N:15]([C:18]4[CH:19]=[CH:20][C:21]5[N:22]([C:24]([C:27]([F:30])([F:29])[F:28])=[N:25][N:26]=5)[N:23]=4)[CH2:16][CH2:17]3)=[CH:4]2)[CH2:39][CH2:38][CH2:37][CH2:36]1, predict the reactants needed to synthesize it. The reactants are: [H-].[Na+].[NH:3]1[C:11]2[C:6](=[CH:7][CH:8]=[CH:9][CH:10]=2)[C:5]([CH:12]2[CH2:17][CH2:16][N:15]([C:18]3[CH:19]=[CH:20][C:21]4[N:22]([C:24]([C:27]([F:30])([F:29])[F:28])=[N:25][N:26]=4)[N:23]=3)[CH2:14][CH2:13]2)=[CH:4]1.Cl.Cl[CH2:33][CH2:34][N:35]1[CH2:39][CH2:38][CH2:37][CH2:36]1. (4) Given the product [CH:18]1([C:4]([C@@H:6]([NH:9][C:10](=[O:16])[O:11][C:12]([CH3:13])([CH3:14])[CH3:15])[CH2:7][CH3:8])=[O:5])[CH2:20][CH2:19]1, predict the reactants needed to synthesize it. The reactants are: CON(C)[C:4]([C@@H:6]([NH:9][C:10](=[O:16])[O:11][C:12]([CH3:15])([CH3:14])[CH3:13])[CH2:7][CH3:8])=[O:5].[CH:18]1([Mg]Br)[CH2:20][CH2:19]1.O1CCCC1.[Cl-].[NH4+]. (5) Given the product [CH3:1][NH:3][C:11]1[CH:27]=[CH:26][C:14]([C:15]([NH:17][C:18]2[CH:23]=[CH:22][C:21]([O:24][CH3:25])=[CH:20][CH:19]=2)=[O:16])=[CH:13][N:12]=1, predict the reactants needed to synthesize it. The reactants are: [CH2:1]([N:3](CC)CC)C.CN.Cl[C:11]1[CH:27]=[CH:26][C:14]([C:15]([NH:17][C:18]2[CH:23]=[CH:22][C:21]([O:24][CH3:25])=[CH:20][CH:19]=2)=[O:16])=[CH:13][N:12]=1. (6) Given the product [Br:1][CH:10]([C:7]1[CH:8]=[CH:9][C:4]([Cl:3])=[CH:5][CH:6]=1)[C:11]([C:13]1[CH:18]=[CH:17][C:16]([Cl:19])=[CH:15][C:14]=1[Cl:20])=[O:12], predict the reactants needed to synthesize it. The reactants are: [Br:1]Br.[Cl:3][C:4]1[CH:9]=[CH:8][C:7]([CH2:10][C:11]([C:13]2[CH:18]=[CH:17][C:16]([Cl:19])=[CH:15][C:14]=2[Cl:20])=[O:12])=[CH:6][CH:5]=1.O.